This data is from Forward reaction prediction with 1.9M reactions from USPTO patents (1976-2016). The task is: Predict the product of the given reaction. (1) Given the reactants BrCCC[N:5]1[C:9]2[CH:10]=[CH:11][CH:12]=[CH:13][C:8]=2[N:7]([C:14]2[CH:19]=[CH:18][C:17]([Cl:20])=[CH:16][C:15]=2[F:21])[S:6]1(=[O:23])=[O:22].[Br:24][CH2:25][CH2:26]O.C1(P(C2C=CC=CC=2)C2C=CC=CC=2)C=CC=CC=1.CC(OC(/N=N/C(OC(C)C)=O)=O)C, predict the reaction product. The product is: [Br:24][CH2:25][CH2:26][N:5]1[C:9]2[CH:10]=[CH:11][CH:12]=[CH:13][C:8]=2[N:7]([C:14]2[CH:19]=[CH:18][C:17]([Cl:20])=[CH:16][C:15]=2[F:21])[S:6]1(=[O:23])=[O:22]. (2) The product is: [CH3:20][S:21]([O:18][CH2:17][CH2:16][C@H:15]1[C:10]2[CH:9]=[CH:8][C:7]([N:1]3[CH2:2][CH2:3][S:4][CH2:5][CH2:6]3)=[CH:19][C:11]=2[CH2:12][CH2:13][O:14]1)(=[O:23])=[O:22]. Given the reactants [N:1]1([C:7]2[CH:8]=[CH:9][C:10]3[C@H:15]([CH2:16][CH2:17][OH:18])[O:14][CH2:13][CH2:12][C:11]=3[CH:19]=2)[CH2:6][CH2:5][S:4][CH2:3][CH2:2]1.[CH3:20][S:21](Cl)(=[O:23])=[O:22].CS(OCC[C@H]1C2C=CC(C(N)=O)=CC=2CCO1)(=O)=O, predict the reaction product.